From a dataset of Reaction yield outcomes from USPTO patents with 853,638 reactions. Predict the reaction yield, written as a fraction of the theoretical maximum amount of product (1.0 means a 100% yield; for example, 0.34 means a 34% yield). (1) The reactants are [I:1]I.[CH2:3]([CH:11]([CH2:14][CH2:15][CH2:16][CH2:17][CH2:18][CH2:19][CH2:20][CH2:21][CH2:22][CH3:23])[CH2:12]O)[CH2:4][CH2:5][CH2:6][CH2:7][CH2:8][CH2:9][CH3:10].C1(P(C2C=CC=CC=2)C2C=CC=CC=2)C=CC=CC=1.N1C=CN=C1.[O-]S([O-])=O.[Na+].[Na+]. The catalyst is ClCCl. The product is [I:1][CH2:12][CH:11]([CH2:3][CH2:4][CH2:5][CH2:6][CH2:7][CH2:8][CH2:9][CH3:10])[CH2:14][CH2:15][CH2:16][CH2:17][CH2:18][CH2:19][CH2:20][CH2:21][CH2:22][CH3:23]. The yield is 0.929. (2) The reactants are [Cl-:1].[Cl-].[CH:3]1([Zr+2:12][CH:13]2[C:21]3[CH:16]([CH2:17][CH:18]=[CH:19][CH:20]=3)[CH2:15][CH2:14]2)[C:11]2[CH:6]([CH2:7][CH:8]=[CH:9][CH:10]=2)[CH2:5][CH2:4]1.[Cl-].[Zr+4].[Cl-].[Cl-].[Cl-].[CH2:27](C1C2C(=CC=CC=2)C=C1[Li])[CH3:28]. The catalyst is C1(C)C=CC=CC=1. The product is [Cl-:1].[Cl-:1].[CH:13]1([Zr+2:12][C:3]2[CH:11]([CH2:27][CH3:28])[C:6]3[C:5]([CH:4]=2)=[CH:10][CH:9]=[CH:8][CH:7]=3)[C:21]2[CH:16]([CH2:17][CH:18]=[CH:19][CH:20]=2)[CH2:15][CH2:14]1. The yield is 0.530. (3) The reactants are [CH:1](=[O:5])[CH:2]([CH3:4])[CH3:3].[C:6](#[N:9])[CH:7]=[CH2:8].Cl. The catalyst is CO. The product is [CH3:3][C:2]([CH3:4])([CH:1]=[O:5])[CH2:8][CH2:7][C:6]#[N:9]. The yield is 0.507. (4) The reactants are [CH2:1]([O:3][C:4]([C:6]1[CH:7]=[N:8][C:9]2[C:14]([C:15]=1Cl)=[CH:13][CH:12]=[CH:11][C:10]=2[O:17][CH3:18])=[O:5])[CH3:2].[NH2:19][CH2:20][CH2:21][CH3:22]. No catalyst specified. The product is [CH2:1]([O:3][C:4]([C:6]1[CH:7]=[N:8][C:9]2[C:14]([C:15]=1[NH:19][CH2:20][CH2:21][CH3:22])=[CH:13][CH:12]=[CH:11][C:10]=2[O:17][CH3:18])=[O:5])[CH3:2]. The yield is 1.00. (5) The reactants are Br[CH2:2][C:3]([C:5]1[CH:6]=[N:7][C:8]([C:11]2[CH:16]=[CH:15][CH:14]=[CH:13][CH:12]=2)=[N:9][CH:10]=1)=O.[C:17]([NH2:25])(=[S:24])[C:18]1[CH:23]=[CH:22][CH:21]=[CH:20][CH:19]=1. The catalyst is C(O)C. The product is [C:18]1([C:17]2[S:24][CH:2]=[C:3]([C:5]3[CH:6]=[N:7][C:8]([C:11]4[CH:16]=[CH:15][CH:14]=[CH:13][CH:12]=4)=[N:9][CH:10]=3)[N:25]=2)[CH:23]=[CH:22][CH:21]=[CH:20][CH:19]=1. The yield is 0.460.